Predict the reactants needed to synthesize the given product. From a dataset of Full USPTO retrosynthesis dataset with 1.9M reactions from patents (1976-2016). (1) Given the product [S:16]=[C:10]1[CH2:11][O:12][CH2:13][CH:14]2[C:8]([C:4]3[CH:3]=[C:2]([NH:1][C:24]([C:21]4[CH:20]=[CH:19][C:18]([Cl:17])=[CH:23][N:22]=4)=[O:25])[CH:7]=[CH:6][CH:5]=3)([CH2:15]2)[NH:9]1, predict the reactants needed to synthesize it. The reactants are: [NH2:1][C:2]1[CH:3]=[C:4]([C:8]23[CH2:15][CH:14]2[CH2:13][O:12][CH2:11][C:10](=[S:16])[NH:9]3)[CH:5]=[CH:6][CH:7]=1.[Cl:17][C:18]1[CH:19]=[CH:20][C:21]([C:24](O)=[O:25])=[N:22][CH:23]=1. (2) The reactants are: [N:1]1([C:7]([N:9]2[CH2:14][CH:13]([C:15]3[CH:20]=[CH:19][C:18]([C:21]([F:24])([F:23])[F:22])=[CH:17][CH:16]=3)[CH2:12][CH:11]([CH2:25][OH:26])[CH2:10]2)=[O:8])[CH2:6][CH2:5][O:4][CH2:3][CH2:2]1.[N:27]([CH2:30][CH2:31][O:32][CH3:33])=[C:28]=[O:29]. Given the product [CH3:33][O:32][CH2:31][CH2:30][NH:27][C:28](=[O:29])[O:26][CH2:25][CH:11]1[CH2:12][CH:13]([C:15]2[CH:20]=[CH:19][C:18]([C:21]([F:22])([F:23])[F:24])=[CH:17][CH:16]=2)[CH2:14][N:9]([C:7]([N:1]2[CH2:6][CH2:5][O:4][CH2:3][CH2:2]2)=[O:8])[CH2:10]1, predict the reactants needed to synthesize it. (3) Given the product [CH:6]1[C:7]2([CH2:15][CH2:14][CH2:13][CH2:12][CH2:11]2)[CH2:8][CH2:9][CH2:10][C:5]=1[CH2:3][OH:2], predict the reactants needed to synthesize it. The reactants are: C[O:2][C:3]([C:5]1[CH2:10][CH2:9][CH2:8][C:7]2([CH2:15][CH2:14][CH2:13][CH2:12][CH2:11]2)[CH:6]=1)=O.C1(C)C=CC=CC=1.[H-].C([Al+]CC(C)C)C(C)C.Cl. (4) Given the product [CH3:46][S:43]([NH:1][CH2:2][CH2:3][NH:4][C:5]([C:7]1[N:15]=[C:14]2[C:10]([N:11]=[CH:12][N:13]2[C@@H:16]2[CH2:20][C@H:19]([NH:21][C:22](=[O:25])[CH2:23][CH3:24])[C@@H:18]([OH:26])[C@H:17]2[OH:27])=[C:9]([NH:28][CH2:29][CH:30]([C:37]2[CH:42]=[CH:41][CH:40]=[CH:39][CH:38]=2)[C:31]2[CH:36]=[CH:35][CH:34]=[CH:33][CH:32]=2)[N:8]=1)=[O:6])(=[O:45])=[O:44], predict the reactants needed to synthesize it. The reactants are: [NH2:1][CH2:2][CH2:3][NH:4][C:5]([C:7]1[N:15]=[C:14]2[C:10]([N:11]=[CH:12][N:13]2[C@@H:16]2[CH2:20][C@H:19]([NH:21][C:22](=[O:25])[CH2:23][CH3:24])[C@@H:18]([OH:26])[C@H:17]2[OH:27])=[C:9]([NH:28][CH2:29][CH:30]([C:37]2[CH:42]=[CH:41][CH:40]=[CH:39][CH:38]=2)[C:31]2[CH:36]=[CH:35][CH:34]=[CH:33][CH:32]=2)[N:8]=1)=[O:6].[S:43](Cl)([CH3:46])(=[O:45])=[O:44]. (5) Given the product [C:42]([CH2:41][CH2:40][C:10]1[C:11]([CH2:15][CH2:16][CH2:17][CH2:18][CH2:19][CH2:20][O:21][C:22]2[CH:23]=[C:24]([C:33]3[CH:34]=[CH:35][C:36]([F:39])=[CH:37][CH:38]=3)[CH:25]=[C:26]([S:28]([CH2:31][CH3:32])(=[O:29])=[O:30])[CH:27]=2)=[CH:12][CH:13]=[CH:14][C:9]=1[O:8][CH2:7][CH2:6][CH2:5][C:4]([OH:47])=[O:3])([OH:44])=[O:43], predict the reactants needed to synthesize it. The reactants are: C([O:3][C:4](=[O:47])[CH2:5][CH2:6][CH2:7][O:8][C:9]1[CH:14]=[CH:13][CH:12]=[C:11]([CH2:15][CH2:16][CH2:17][CH2:18][CH2:19][CH2:20][O:21][C:22]2[CH:23]=[C:24]([C:33]3[CH:38]=[CH:37][C:36]([F:39])=[CH:35][CH:34]=3)[CH:25]=[C:26]([S:28]([CH2:31][CH3:32])(=[O:30])=[O:29])[CH:27]=2)[C:10]=1[CH2:40][CH2:41][C:42]([O:44]CC)=[O:43])C.[OH-].[Na+]. (6) Given the product [CH3:1][O:2][C:3](=[O:20])[CH2:4][CH:5]([N:7]1[CH:11]=[C:10]([NH:12][C:13](=[O:19])[CH:14]([NH:18][C:30](=[O:31])[CH2:29][C:24]2[CH:23]=[C:22]([F:21])[CH:27]=[C:26]([F:28])[CH:25]=2)[CH2:15][CH2:16][CH3:17])[N:9]=[CH:8]1)[CH3:6], predict the reactants needed to synthesize it. The reactants are: [CH3:1][O:2][C:3](=[O:20])[CH2:4][CH:5]([N:7]1[CH:11]=[C:10]([NH:12][C:13](=[O:19])[CH:14]([NH2:18])[CH2:15][CH2:16][CH3:17])[N:9]=[CH:8]1)[CH3:6].[F:21][C:22]1[CH:23]=[C:24]([CH2:29][C:30](O)=[O:31])[CH:25]=[C:26]([F:28])[CH:27]=1. (7) Given the product [OH:6][C@@H:7]1[CH2:30][CH2:29][C@@:28]2([CH3:31])[CH:9]([CH2:10][C@@H:11]([OH:34])[C@@H:12]3[C@@H:27]2[CH2:26][C@H:25]([OH:32])[C@@:24]2([CH3:33])[C@H:13]3[CH2:14][CH2:15][C@@H:16]2[C@H:17]([CH3:23])[CH2:18][CH2:19][CH2:20][O:21][CH3:22])[CH2:8]1, predict the reactants needed to synthesize it. The reactants are: C([Si](C)(C)[O:6][C@@H:7]1[CH2:30][CH2:29][C@@:28]2([CH3:31])[CH:9]([CH2:10][C@@H:11]([OH:34])[C@@H:12]3[C@@H:27]2[CH2:26][C@H:25]([OH:32])[C@@:24]2([CH3:33])[C@H:13]3[CH2:14][CH2:15][C@@H:16]2[C@H:17]([CH3:23])[CH2:18][CH2:19][CH2:20][O:21][CH3:22])[CH2:8]1)(C)(C)C.O.[F-].C([N+](CCCC)(CCCC)CCCC)CCC.[F-].C([N+](CCCC)(CCCC)CCCC)CCC. (8) The reactants are: OS(O)(=O)=O.[Br:6][C:7]1[S:11][C:10]([C:12]([OH:14])=[O:13])=[CH:9][CH:8]=1.[CH3:15]O. Given the product [Br:6][C:7]1[S:11][C:10]([C:12]([O:14][CH3:15])=[O:13])=[CH:9][CH:8]=1, predict the reactants needed to synthesize it. (9) Given the product [ClH:33].[CH3:1][N:2]1[C:6]2[CH:7]=[CH:8][C:9]([S:11]([N:14]3[CH2:22][C:21]4[C:16](=[CH:17][CH:18]=[CH:19][CH:20]=4)[CH2:15]3)(=[O:12])=[O:13])=[CH:10][C:5]=2[N:4]=[C:3]1[CH2:23][NH:24][C:25]1[CH:26]=[CH:27][C:28]([C:31](=[NH:41])[NH2:32])=[CH:29][CH:30]=1, predict the reactants needed to synthesize it. The reactants are: [CH3:1][N:2]1[C:6]2[CH:7]=[CH:8][C:9]([S:11]([N:14]3[CH2:22][C:21]4[C:16](=[CH:17][CH:18]=[CH:19][CH:20]=4)[CH2:15]3)(=[O:13])=[O:12])=[CH:10][C:5]=2[N:4]=[C:3]1[CH2:23][NH:24][C:25]1[CH:30]=[CH:29][C:28]([C:31]#[N:32])=[CH:27][CH:26]=1.[ClH:33].C(O)C.C(=O)([O-])[O-].[NH4+:41].[NH4+]. (10) Given the product [Cl:28][C:27]1[C:17]([Cl:16])=[CH:18][C:19]2[N:23]=[C:22]([CH2:11][O:10][C:8]3[C:7]([O:12][CH3:13])=[CH:6][C:3]([CH:4]=[O:5])=[C:2]([F:1])[CH:9]=3)[NH:21][C:20]=2[CH:26]=1, predict the reactants needed to synthesize it. The reactants are: [F:1][C:2]1[CH:9]=[C:8]([O:10][CH3:11])[C:7]([O:12][CH3:13])=[CH:6][C:3]=1[CH:4]=[O:5].[H-].[Na+].[Cl:16][C:17]1[C:27]([Cl:28])=[CH:26][C:20]2[NH:21][C:22](CCl)=[N:23][C:19]=2[CH:18]=1.